This data is from Drug-target binding data from BindingDB using IC50 measurements. The task is: Regression. Given a target protein amino acid sequence and a drug SMILES string, predict the binding affinity score between them. We predict pIC50 (pIC50 = -log10(IC50 in M); higher means more potent). Dataset: bindingdb_ic50. The small molecule is NC(=O)c1cc(-c2ccncc2Cl)c[nH]1. The target protein (P24863) has sequence MAGNFWQSSHYLQWILDKQDLLKERQKDLKFLSEEEYWKLQIFFTNVIQALGEHLKLRQQVIATATVYFKRFYARYSLKSIDPVLMAPTCVFLASKVEEFGVVSNTRLIAAATSVLKTRFSYAFPKEFPYRMNHILECEFYLLELMDCCLIVYHPYRPLLQYVQDMGQEDMLLPLAWRIVNDTYRTDLCLLYPPFMIALACLHVACVVQQKDARQWFAELSVDMEKILEIIRVILKLYEQWKNFDERKEMATILSKMPKPKPPPNSEGEQGPNGSQNSSYSQS. The pIC50 is 7.7.